This data is from Full USPTO retrosynthesis dataset with 1.9M reactions from patents (1976-2016). The task is: Predict the reactants needed to synthesize the given product. (1) Given the product [C:7]([O:10][C:11]1[CH:16]=[CH:15][CH:14]=[CH:13][C:12]=1[C:17](=[O:26])[NH:18][C:19]1[S:20][CH:21]=[C:22]([S:24]([CH3:25])=[O:1])[N:23]=1)(=[O:9])[CH3:8], predict the reactants needed to synthesize it. The reactants are: [OH:1]OS([O-])=O.[K+].[C:7]([O:10][C:11]1[CH:16]=[CH:15][CH:14]=[CH:13][C:12]=1[C:17](=[O:26])[NH:18][C:19]1[S:20][CH:21]=[C:22]([S:24][CH3:25])[N:23]=1)(=[O:9])[CH3:8]. (2) Given the product [O:4]=[C:3]1[N:13]2[CH2:14][C@H:9]([CH2:10][CH2:11][C@@H:12]2[C:15]([O:17][CH2:18][C:19]2[CH:24]=[CH:23][C:22]([N+:25]([O-:27])=[O:26])=[CH:21][CH:20]=2)=[O:16])[O:8]1, predict the reactants needed to synthesize it. The reactants are: FC(F)(F)[C:3](O)=[O:4].[OH:8][C@H:9]1[CH2:14][NH:13][C@@H:12]([C:15]([O:17][CH2:18][C:19]2[CH:24]=[CH:23][C:22]([N+:25]([O-:27])=[O:26])=[CH:21][CH:20]=2)=[O:16])[CH2:11][CH2:10]1.C(C(O)=O)(F)(F)F.O=C(Cl)OC(Cl)(Cl)Cl. (3) Given the product [C:1]([N:4]1[CH2:5][CH2:6][N:7]([C:10]2[CH:11]=[C:12]([O:39][CH3:40])[C:13]([NH:19][C:20]3[N:25]=[C:24]([N:26]4[CH:30]=[C:29]([CH2:31][N:43]([CH3:44])[CH3:42])[C:28]([C:33]5[CH:34]=[CH:35][CH:36]=[CH:37][CH:38]=5)=[N:27]4)[CH:23]=[CH:22][N:21]=3)=[CH:14][C:15]=2[NH:16][C:12](=[O:39])[CH:11]=[CH2:10])[CH2:8][CH2:9]1)(=[O:3])[CH3:2], predict the reactants needed to synthesize it. The reactants are: [C:1]([N:4]1[CH2:9][CH2:8][N:7]([C:10]2[C:15]([N+:16]([O-])=O)=[CH:14][C:13]([NH:19][C:20]3[N:25]=[C:24]([N:26]4[CH:30]=[C:29]([CH:31]=O)[C:28]([C:33]5[CH:38]=[CH:37][CH:36]=[CH:35][CH:34]=5)=[N:27]4)[CH:23]=[CH:22][N:21]=3)=[C:12]([O:39][CH3:40])[CH:11]=2)[CH2:6][CH2:5]1)(=[O:3])[CH3:2].Cl.[CH3:42][NH:43][CH3:44]. (4) Given the product [F:34][C:20]1[C:19]([C:9]2[N:10]=[C:11]([CH:13]3[CH2:18][CH2:17][O:16][CH2:15][CH2:14]3)[S:12][C:8]=2[C:6]2[CH:5]=[CH:4][N:3]=[C:2]([NH:39][CH2:35][CH:36]([CH3:38])[CH3:37])[N:7]=2)=[CH:24][CH:23]=[CH:22][C:21]=1[NH:25][S:26]([C:29]1[CH:33]=[CH:32][O:31][CH:30]=1)(=[O:28])=[O:27], predict the reactants needed to synthesize it. The reactants are: Cl[C:2]1[N:7]=[C:6]([C:8]2[S:12][C:11]([CH:13]3[CH2:18][CH2:17][O:16][CH2:15][CH2:14]3)=[N:10][C:9]=2[C:19]2[C:20]([F:34])=[C:21]([NH:25][S:26]([C:29]3[CH:33]=[CH:32][O:31][CH:30]=3)(=[O:28])=[O:27])[CH:22]=[CH:23][CH:24]=2)[CH:5]=[CH:4][N:3]=1.[CH2:35]([NH2:39])[CH:36]([CH3:38])[CH3:37]. (5) Given the product [NH2:24][C:17]1[CH:16]=[C:15]([N:4]2[C:3](=[O:27])[C:2]([CH3:1])([CH3:28])[N:6]([CH2:7][C:8]3[CH:9]=[CH:10][N:11]=[CH:12][CH:13]=3)[C:5]2=[O:14])[CH:20]=[CH:19][C:18]=1[CH:21]([CH3:22])[CH3:23], predict the reactants needed to synthesize it. The reactants are: [CH3:1][C:2]1([CH3:28])[N:6]([CH2:7][C:8]2[CH:13]=[CH:12][N:11]=[CH:10][CH:9]=2)[C:5](=[O:14])[N:4]([C:15]2[CH:20]=[CH:19][C:18]([CH:21]([CH3:23])[CH3:22])=[C:17]([N+:24]([O-])=O)[CH:16]=2)[C:3]1=[O:27].[OH-].[Na+]. (6) Given the product [CH3:28][O:27][C:25](=[O:26])[C:24]([CH2:31][CH3:32])([NH:23][C:15]([C:13]1[CH:12]=[CH:11][C:10]([C:18]([F:21])([F:20])[F:19])=[C:9]([O:8][CH2:7][CH:4]2[CH2:3][CH2:2][O:1][CH2:6][CH2:5]2)[N:14]=1)=[O:17])[CH2:29][CH3:30], predict the reactants needed to synthesize it. The reactants are: [O:1]1[CH2:6][CH2:5][CH:4]([CH2:7][O:8][C:9]2[N:14]=[C:13]([C:15]([OH:17])=O)[CH:12]=[CH:11][C:10]=2[C:18]([F:21])([F:20])[F:19])[CH2:3][CH2:2]1.Cl.[NH2:23][C:24]([CH2:31][CH3:32])([CH2:29][CH3:30])[C:25]([O:27][CH3:28])=[O:26]. (7) Given the product [C:1]1([S:7][CH2:8][CH2:9][O:10][C:24]2[CH:25]=[CH:26][C:21]([C:11]3[CH:12]=[CH:13][CH:14]=[CH:15][CH:16]=3)=[CH:22][CH:23]=2)[CH:6]=[CH:5][CH:4]=[CH:3][CH:2]=1, predict the reactants needed to synthesize it. The reactants are: [C:1]1([S:7][CH2:8][CH2:9][OH:10])[CH:6]=[CH:5][CH:4]=[CH:3][CH:2]=1.[C:11]1([C:21]2[CH:26]=[CH:25][CH:24]=[CH:23][CH:22]=2)[C:12](CC(O)=O)=[CH:13][CH:14]=[CH:15][CH:16]=1.